Dataset: Reaction yield outcomes from USPTO patents with 853,638 reactions. Task: Predict the reaction yield, written as a fraction of the theoretical maximum amount of product (1.0 means a 100% yield; for example, 0.34 means a 34% yield). The reactants are [OH:1][C@@H:2]1[C:10]2[C:5](=[CH:6][CH:7]=[CH:8][CH:9]=2)[CH2:4][C@@:3]1([CH2:20][C:21]1[CH:29]=[CH:28][C:24]([C:25](O)=[O:26])=[CH:23][CH:22]=1)[C:11]1[CH2:12][C:13]2[C:18]([CH:19]=1)=[CH:17][CH:16]=[CH:15][CH:14]=2.CC(OC(OC(OC(C)(C)C)=O)=O)(C)C.[N:45]1C=CC=CC=1.C(=O)(O)[O-].[NH4+]. The catalyst is CS(C)=O.O. The product is [OH:1][C@@H:2]1[C:10]2[C:5](=[CH:6][CH:7]=[CH:8][CH:9]=2)[CH2:4][C@@:3]1([CH2:20][C:21]1[CH:29]=[CH:28][C:24]([C:25]([NH2:45])=[O:26])=[CH:23][CH:22]=1)[C:11]1[CH2:12][C:13]2[C:18]([CH:19]=1)=[CH:17][CH:16]=[CH:15][CH:14]=2. The yield is 0.570.